From a dataset of Full USPTO retrosynthesis dataset with 1.9M reactions from patents (1976-2016). Predict the reactants needed to synthesize the given product. (1) Given the product [CH3:1][C:2]1[CH:7]=[C:6]([CH3:8])[CH:5]=[C:4]([CH3:9])[C:3]=1[S:10]([O:13][NH2:14])(=[O:11])=[O:12], predict the reactants needed to synthesize it. The reactants are: [CH3:1][C:2]1[CH:7]=[C:6]([CH3:8])[CH:5]=[C:4]([CH3:9])[C:3]=1[S:10]([O:13]/[N:14]=C(/OCC)\C)(=[O:12])=[O:11]. (2) The reactants are: [NH:1]1[CH2:6][CH:5]=[C:4]([C:7]2[C:15]3[C:10](=[CH:11][CH:12]=[CH:13][CH:14]=3)[NH:9][CH:8]=2)[CH2:3][CH2:2]1.[CH3:16][S:17][C:18]1[N:23]([CH3:24])[C:22](=[O:25])[C:21]([CH2:26][CH2:27]Cl)=[C:20]([CH3:29])[N:19]=1.[I-].[K+].C(N(CC)CC)C. Given the product [NH:9]1[C:10]2[C:15](=[CH:14][CH:13]=[CH:12][CH:11]=2)[C:7]([C:4]2[CH2:3][CH2:2][N:1]([CH2:27][CH2:26][C:21]3[C:22](=[O:25])[N:23]([CH3:24])[C:18]([S:17][CH3:16])=[N:19][C:20]=3[CH3:29])[CH2:6][CH:5]=2)=[CH:8]1, predict the reactants needed to synthesize it.